Task: Regression. Given two drug SMILES strings and cell line genomic features, predict the synergy score measuring deviation from expected non-interaction effect.. Dataset: NCI-60 drug combinations with 297,098 pairs across 59 cell lines (1) Drug 1: CC(C1=C(C=CC(=C1Cl)F)Cl)OC2=C(N=CC(=C2)C3=CN(N=C3)C4CCNCC4)N. Drug 2: CC1=C2C(C(=O)C3(C(CC4C(C3C(C(C2(C)C)(CC1OC(=O)C(C(C5=CC=CC=C5)NC(=O)OC(C)(C)C)O)O)OC(=O)C6=CC=CC=C6)(CO4)OC(=O)C)OC)C)OC. Cell line: HOP-62. Synergy scores: CSS=51.4, Synergy_ZIP=17.0, Synergy_Bliss=17.0, Synergy_Loewe=-9.77, Synergy_HSA=16.1. (2) Drug 1: C1CCC(C1)C(CC#N)N2C=C(C=N2)C3=C4C=CNC4=NC=N3. Drug 2: C1=NC2=C(N=C(N=C2N1C3C(C(C(O3)CO)O)O)F)N. Cell line: SF-539. Synergy scores: CSS=-1.14, Synergy_ZIP=-1.77, Synergy_Bliss=-6.29, Synergy_Loewe=-7.23, Synergy_HSA=-6.13. (3) Drug 1: CC1=CC2C(CCC3(C2CCC3(C(=O)C)OC(=O)C)C)C4(C1=CC(=O)CC4)C. Drug 2: CCN(CC)CCCC(C)NC1=C2C=C(C=CC2=NC3=C1C=CC(=C3)Cl)OC. Cell line: NCIH23. Synergy scores: CSS=27.7, Synergy_ZIP=-4.54, Synergy_Bliss=1.38, Synergy_Loewe=-41.5, Synergy_HSA=-0.796. (4) Drug 1: CC12CCC(CC1=CCC3C2CCC4(C3CC=C4C5=CN=CC=C5)C)O. Drug 2: C1CCC(C1)C(CC#N)N2C=C(C=N2)C3=C4C=CNC4=NC=N3. Cell line: HCT-15. Synergy scores: CSS=5.65, Synergy_ZIP=-0.712, Synergy_Bliss=4.69, Synergy_Loewe=1.70, Synergy_HSA=1.71.